This data is from Full USPTO retrosynthesis dataset with 1.9M reactions from patents (1976-2016). The task is: Predict the reactants needed to synthesize the given product. (1) Given the product [Br:6][C:7]1[CH:15]=[C:14]2[C:10]([C:11]3([CH2:4][CH2:3][CH2:2][CH2:1]3)[C:12](=[O:16])[NH:13]2)=[CH:9][CH:8]=1, predict the reactants needed to synthesize it. The reactants are: [CH2:1]([Li])[CH2:2][CH2:3][CH3:4].[Br:6][C:7]1[CH:15]=[C:14]2[C:10]([CH2:11][C:12](=[O:16])[NH:13]2)=[CH:9][CH:8]=1.CN(C)CCN(C)C.ICCCCI.[Cl-].[NH4+]. (2) Given the product [Br:1][C:2]1[C:3]([NH:11][CH2:12][C:13]#[CH:14])=[N:4][C:5]([S:9]([CH3:10])=[O:23])=[N:6][C:7]=1[Cl:8], predict the reactants needed to synthesize it. The reactants are: [Br:1][C:2]1[C:3]([NH:11][CH2:12][C:13]#[CH:14])=[N:4][C:5]([S:9][CH3:10])=[N:6][C:7]=1[Cl:8].ClC1C=CC=C(C(OO)=[O:23])C=1. (3) Given the product [OH:2][CH2:3][C@@H:5]1[CH2:9][C@H:8]([O:10][S:11]([CH3:14])(=[O:12])=[O:13])[CH2:7][N:6]1[C:15]([O:17][C:18]([CH3:21])([CH3:20])[CH3:19])=[O:16], predict the reactants needed to synthesize it. The reactants are: C[O:2][C:3]([C@@H:5]1[CH2:9][C@H:8]([O:10][S:11]([CH3:14])(=[O:13])=[O:12])[CH2:7][N:6]1[C:15]([O:17][C:18]([CH3:21])([CH3:20])[CH3:19])=[O:16])=O.[BH4-].[Na+]. (4) The reactants are: [CH3:1][C:2]1[N:3]=[CH:4][C:5]([C:8]([O:10][C:11]([CH3:14])([CH3:13])[CH3:12])=[O:9])=[N:6][CH:7]=1.[CH3:15][N:16]([CH3:19])[CH:17]=O.COC(OC)N(C)C. Given the product [CH3:15][N:16]([CH3:19])/[CH:17]=[CH:1]/[C:2]1[N:3]=[CH:4][C:5]([C:8]([O:10][C:11]([CH3:14])([CH3:13])[CH3:12])=[O:9])=[N:6][CH:7]=1, predict the reactants needed to synthesize it.